From a dataset of Forward reaction prediction with 1.9M reactions from USPTO patents (1976-2016). Predict the product of the given reaction. The product is: [CH3:23][S:24]([O:1][CH2:2][C:3]1[N:8]=[C:7]([O:9][CH2:10][C@H:11]2[CH2:15][CH2:14][CH2:13][N:12]2[C:16]([O:18][C:19]([CH3:22])([CH3:21])[CH3:20])=[O:17])[CH:6]=[CH:5][CH:4]=1)(=[O:26])=[O:25]. Given the reactants [OH:1][CH2:2][C:3]1[N:8]=[C:7]([O:9][CH2:10][C@H:11]2[CH2:15][CH2:14][CH2:13][N:12]2[C:16]([O:18][C:19]([CH3:22])([CH3:21])[CH3:20])=[O:17])[CH:6]=[CH:5][CH:4]=1.[CH3:23][S:24](Cl)(=[O:26])=[O:25].CCN(C(C)C)C(C)C.O, predict the reaction product.